This data is from Full USPTO retrosynthesis dataset with 1.9M reactions from patents (1976-2016). The task is: Predict the reactants needed to synthesize the given product. (1) Given the product [F:42][C:25]([F:24])([F:43])[S:26]([O:29][C:30]1[C:39]([CH2:40][N:17]2[C@@H:16]([CH3:21])[C@@H:15]([C:7]3[CH:8]=[C:9]([C:11]([F:12])([F:13])[F:14])[CH:10]=[C:5]([C:4]([F:3])([F:22])[F:23])[CH:6]=3)[O:19][C:18]2=[O:20])=[CH:38][C:37]2[CH2:36][CH2:35][CH2:34][CH2:33][C:32]=2[CH:31]=1)(=[O:27])=[O:28], predict the reactants needed to synthesize it. The reactants are: [H-].[Na+].[F:3][C:4]([F:23])([F:22])[C:5]1[CH:6]=[C:7]([C@H:15]2[O:19][C:18](=[O:20])[NH:17][C@H:16]2[CH3:21])[CH:8]=[C:9]([C:11]([F:14])([F:13])[F:12])[CH:10]=1.[F:24][C:25]([F:43])([F:42])[S:26]([O:29][C:30]1[C:39]([CH2:40]Br)=[CH:38][C:37]2[CH2:36][CH2:35][CH2:34][CH2:33][C:32]=2[CH:31]=1)(=[O:28])=[O:27].[NH4+].[Cl-]. (2) Given the product [F:29][C:30]1[CH:31]=[C:32]([CH:33]([OH:34])[CH:7]2[C:6](=[O:8])[CH:5]=[CH:4][N:3]([C:9]([O:11][CH2:12][C:13]3[CH:18]=[CH:17][CH:16]=[CH:15][CH:14]=3)=[O:10])[CH:2]2[CH3:1])[CH:35]=[CH:36][CH:37]=1, predict the reactants needed to synthesize it. The reactants are: [CH3:1][CH:2]1[CH2:7][C:6](=[O:8])[CH:5]=[CH:4][N:3]1[C:9]([O:11][CH2:12][C:13]1[CH:18]=[CH:17][CH:16]=[CH:15][CH:14]=1)=[O:10].C[Si]([N-][Si](C)(C)C)(C)C.[Li+].[F:29][C:30]1[CH:31]=[C:32]([CH:35]=[CH:36][CH:37]=1)[CH:33]=[O:34].[Cl-].[NH4+]. (3) Given the product [CH:11]1([C:8]2[CH:9]=[CH:10][C:5]([CH2:4][C:3]([OH:14])=[O:2])=[CH:6][CH:7]=2)[CH2:12][CH2:13]1, predict the reactants needed to synthesize it. The reactants are: C[O:2][C:3](=[O:14])[CH2:4][C:5]1[CH:10]=[CH:9][C:8]([CH:11]2[CH2:13][CH2:12]2)=[CH:7][CH:6]=1.CO.[OH-].[Na+]. (4) The reactants are: N#N.Br[C:4]1[N:5]=[C:6]([CH3:13])[S:7][C:8]=1[NH:9][C:10](=[O:12])[CH3:11].C([O-])([O-])=O.[Cs+].[Cs+].CN[C@@H]1CCCC[C@H]1NC.[CH3:30][C:31]1[N:32]=[C:33]([CH2:36][CH2:37][CH3:38])[NH:34][CH:35]=1. Given the product [CH3:13][C:6]1[S:7][C:8]([NH:9][C:10](=[O:12])[CH3:11])=[C:4]([N:34]2[CH:35]=[C:31]([CH3:30])[N:32]=[C:33]2[CH2:36][CH2:37][CH3:38])[N:5]=1, predict the reactants needed to synthesize it. (5) Given the product [C:1]([O:5][C:6](=[O:12])[C:7]([C:10]#[N:11])([CH3:13])[CH2:8][CH3:9])([CH3:2])([CH3:3])[CH3:4], predict the reactants needed to synthesize it. The reactants are: [C:1]([O:5][C:6](=[O:12])[CH:7]([C:10]#[N:11])[CH2:8][CH3:9])([CH3:4])([CH3:3])[CH3:2].[CH2:13]1CCN2C(=NCCC2)CC1.IC.O. (6) Given the product [Br:18][CH2:13][C:12]1([CH2:15][OH:14])[CH2:16][N:10]([S:7]([C:4]2[CH:5]=[CH:6][C:1]([CH3:17])=[CH:2][CH:3]=2)(=[O:9])=[O:8])[CH2:11]1, predict the reactants needed to synthesize it. The reactants are: [C:1]1([CH3:17])[CH:6]=[CH:5][C:4]([S:7]([N:10]2[CH2:16][C:12]3([CH2:15][O:14][CH2:13]3)[CH2:11]2)(=[O:9])=[O:8])=[CH:3][CH:2]=1.[BrH:18].C([O-])(O)=O.[Na+]. (7) Given the product [CH3:42][O:41][C:38]1[N:39]=[CH:40][C:35]([N:33]2[C:25]([C:21]3[NH:20][CH:24]=[CH:23][CH:22]=3)=[CH:26][C:1]([C:2]([OH:4])=[O:3])=[N:34]2)=[CH:36][CH:37]=1, predict the reactants needed to synthesize it. The reactants are: [C:1](OCC)(=O)[C:2]([O:4]CC)=[O:3].C1(S([N:20]2[CH:24]=[CH:23][CH:22]=[C:21]2[C:25](=O)[CH3:26])(=O)=O)C=CC=CC=1.[O-]CC.[Na+].Cl.[NH:33]([C:35]1[CH:36]=[CH:37][C:38]([O:41][CH3:42])=[N:39][CH:40]=1)[NH2:34]. (8) The reactants are: [F:1][C:2]1[CH:7]=[CH:6][CH:5]=[CH:4][C:3]=1[O:8][CH3:9].[Cl:10][S:11](O)(=[O:13])=[O:12]. Given the product [F:1][C:2]1[CH:7]=[C:6]([S:11]([Cl:10])(=[O:13])=[O:12])[CH:5]=[CH:4][C:3]=1[O:8][CH3:9], predict the reactants needed to synthesize it. (9) Given the product [Cl:33][C:34]1[CH:35]=[C:36]([CH:39]=[CH:40][CH:41]=1)[CH2:37][NH:38][C:28]([C:23]1[CH:24]=[N:25][C:26]2[C:21]([CH:22]=1)=[CH:20][CH:19]=[C:18]([NH:17][C:15]([C:10]1[C:9]([C:6]3[CH:5]=[CH:4][C:3]([C:2]([F:31])([F:1])[F:32])=[CH:8][CH:7]=3)=[CH:14][CH:13]=[CH:12][CH:11]=1)=[O:16])[CH:27]=2)=[O:30], predict the reactants needed to synthesize it. The reactants are: [F:1][C:2]([F:32])([F:31])[C:3]1[CH:8]=[CH:7][C:6]([C:9]2[C:10]([C:15]([NH:17][C:18]3[CH:27]=[C:26]4[C:21]([CH:22]=[C:23]([C:28]([OH:30])=O)[CH:24]=[N:25]4)=[CH:20][CH:19]=3)=[O:16])=[CH:11][CH:12]=[CH:13][CH:14]=2)=[CH:5][CH:4]=1.[Cl:33][C:34]1[CH:35]=[C:36]([CH:39]=[CH:40][CH:41]=1)[CH2:37][NH2:38].Cl.CN(C)CCCN=C=NCC.ON1C2C=CC=CC=2N=N1.C(N(CC)CC)C. (10) Given the product [F:23][C:19]1[CH:18]=[C:17]([CH:22]=[CH:21][CH:20]=1)[CH2:16][N:14]1[CH:15]=[C:11]([C:10]2[C:4]3[C:5](=[N:6][CH:7]=[C:2]([C:39]4[CH:40]=[CH:41][C:36]([O:35][CH3:34])=[C:37]([NH:51][S:52]([CH:55]5[CH2:56][CH2:57]5)(=[O:54])=[O:53])[CH:38]=4)[CH:3]=3)[N:8]([S:24]([C:27]3[CH:28]=[CH:29][C:30]([CH3:31])=[CH:32][CH:33]=3)(=[O:26])=[O:25])[CH:9]=2)[CH:12]=[N:13]1, predict the reactants needed to synthesize it. The reactants are: Br[C:2]1[CH:3]=[C:4]2[C:10]([C:11]3[CH:12]=[N:13][N:14]([CH2:16][C:17]4[CH:22]=[CH:21][CH:20]=[C:19]([F:23])[CH:18]=4)[CH:15]=3)=[CH:9][N:8]([S:24]([C:27]3[CH:33]=[CH:32][C:30]([CH3:31])=[CH:29][CH:28]=3)(=[O:26])=[O:25])[C:5]2=[N:6][CH:7]=1.[CH3:34][O:35][C:36]1[CH:41]=[CH:40][C:39](B2OC(C)(C)C(C)(C)O2)=[CH:38][C:37]=1[NH:51][S:52]([CH:55]1[CH2:57][CH2:56]1)(=[O:54])=[O:53].